From a dataset of Forward reaction prediction with 1.9M reactions from USPTO patents (1976-2016). Predict the product of the given reaction. (1) The product is: [Se:11]1[C:10]2[CH:9]=[C:4]([C:5]([O:7][CH3:8])=[O:6])[NH:1][C:14]=2[CH:13]=[CH:12]1. Given the reactants [N:1](/[C:4](=[CH:9]\[C:10]1[Se:11][CH:12]=[CH:13][CH:14]=1)/[C:5]([O:7][CH3:8])=[O:6])=[N+]=[N-], predict the reaction product. (2) Given the reactants [Br:1][C:2]1[C:7]([F:8])=[CH:6][C:5]([F:9])=[CH:4][C:3]=1[CH2:10][CH2:11][C:12]([OH:14])=O.ClS(O)(=O)=O, predict the reaction product. The product is: [Br:1][C:2]1[C:7]([F:8])=[CH:6][C:5]([F:9])=[C:4]2[C:3]=1[CH2:10][CH2:11][C:12]2=[O:14]. (3) Given the reactants [N:1]1([CH2:7][CH2:8][CH2:9][O:10][C:11]2[CH:12]=[CH:13][C:14]3[N:18]=[CH:17][NH:16][C:15]=3[CH:19]=2)[CH2:6][CH2:5][CH2:4][CH2:3][CH2:2]1.[H-].[Na+].[CH2:33](C(OC(Cl)[CH2:33][C:34]1[CH:39]=[CH:38][CH:37]=[CH:36][CH:35]=1)Cl)[C:34]1[CH:39]=[CH:38][CH:37]=[CH:36][CH:35]=1.O.CN(C)[CH:44]=[O:45], predict the reaction product. The product is: [CH2:33]([O:45][CH2:44][N:16]1[C:15]2[CH:19]=[C:11]([O:10][CH2:9][CH2:8][CH2:7][N:1]3[CH2:2][CH2:3][CH2:4][CH2:5][CH2:6]3)[CH:12]=[CH:13][C:14]=2[N:18]=[CH:17]1)[C:34]1[CH:35]=[CH:36][CH:37]=[CH:38][CH:39]=1. (4) Given the reactants [H-].[Na+].[C:3]([C:5]1[CH:6]=[C:7]2[C:15](=[CH:16][CH:17]=1)[NH:14][C:13]1[CH2:12][CH2:11][CH:10]([NH:18][C:19](=[O:23])[CH:20]([CH3:22])[CH3:21])[CH2:9][C:8]2=1)#[N:4].Cl.Cl[CH2:26][C:27]1[CH:32]=[CH:31][C:30]([F:33])=[CH:29][N:28]=1, predict the reaction product. The product is: [C:3]([C:5]1[CH:6]=[C:7]2[C:15](=[CH:16][CH:17]=1)[N:14]([CH2:26][C:27]1[CH:32]=[CH:31][C:30]([F:33])=[CH:29][N:28]=1)[C:13]1[CH2:12][CH2:11][CH:10]([NH:18][C:19](=[O:23])[CH:20]([CH3:21])[CH3:22])[CH2:9][C:8]2=1)#[N:4]. (5) Given the reactants [C:1]([O:5][C:6]([NH:8][C@H:9]([C:11]([NH:13][CH:14]([CH:19]1[CH2:21][CH2:20]1)[C:15]([O:17][CH3:18])=[O:16])=[O:12])[CH3:10])=[O:7])([CH3:4])([CH3:3])[CH3:2].[C:22](NC(CC)C(O)=O)(OC(C)(C)C)=O, predict the reaction product. The product is: [CH3:18][O:17][C:15](=[O:16])[CH:14]([NH:13][C:11](=[O:12])[CH:9]([NH:8][C:6]([O:5][C:1]([CH3:2])([CH3:3])[CH3:4])=[O:7])[CH2:10][CH3:22])[CH:19]1[CH2:20][CH2:21]1.